Dataset: Full USPTO retrosynthesis dataset with 1.9M reactions from patents (1976-2016). Task: Predict the reactants needed to synthesize the given product. (1) Given the product [Cl:7][C:8]1[CH:9]=[C:10]([CH3:18])[C:11]2[O:2][C:1](=[O:4])[N:13]([CH3:14])[C:12]=2[CH:17]=1, predict the reactants needed to synthesize it. The reactants are: [C:1](=[O:4])([O-])[O-:2].[Cs+].[Cs+].[Cl:7][C:8]1[CH:9]=[C:10]([CH3:18])[C:11]2O[C:14](=O)[NH:13][C:12]=2[CH:17]=1.CI. (2) The reactants are: [C:1]([O:5][C:6](=[O:16])[NH:7][C:8]1([CH2:14][OH:15])[CH2:13][CH2:12][O:11][CH2:10][CH2:9]1)([CH3:4])([CH3:3])[CH3:2].[CH3:17]N(C)C1C2C(=CC=CC=2N(C)C)C=CC=1.F[B-](F)(F)F.C[O+](C)C. Given the product [C:1]([O:5][C:6](=[O:16])[NH:7][C:8]1([CH2:14][O:15][CH3:17])[CH2:9][CH2:10][O:11][CH2:12][CH2:13]1)([CH3:4])([CH3:2])[CH3:3], predict the reactants needed to synthesize it. (3) Given the product [C:1]([O:5][C:6]([N:8]1[CH2:14][CH2:13][CH2:12][N:11]([C:30]([N:24]2[CH2:29][CH2:28][O:27][CH2:26][CH2:25]2)=[O:31])[CH2:10][CH2:9]1)=[O:7])([CH3:4])([CH3:2])[CH3:3], predict the reactants needed to synthesize it. The reactants are: [C:1]([O:5][C:6]([N:8]1[CH2:14][CH2:13][CH2:12][NH:11][CH2:10][CH2:9]1)=[O:7])([CH3:4])([CH3:3])[CH3:2].C(N(CC)C(C)C)(C)C.[N:24]1([C:30](Cl)=[O:31])[CH2:29][CH2:28][O:27][CH2:26][CH2:25]1. (4) Given the product [CH2:1]([C:8]1[CH:9]=[C:10]([N:14]2[C:15]3[N:16]=[CH:17][C:18]([F:42])=[CH:19][C:20]=3[C:21](=[O:22])[N:23]([C@@H:24]3[CH2:29][CH2:28][C@H:27]([NH:30][C:31]([C:33]4[N:34]=[C:35]5[CH:40]=[CH:39][CH:38]=[CH:37][N:36]5[CH:41]=4)=[O:32])[CH2:26][CH2:25]3)[C:43]2=[O:44])[CH:11]=[CH:12][CH:13]=1)[C:2]1[CH:3]=[CH:4][CH:5]=[CH:6][CH:7]=1, predict the reactants needed to synthesize it. The reactants are: [CH2:1]([C:8]1[CH:9]=[C:10]([NH:14][C:15]2[C:20]([C:21]([NH:23][C@@H:24]3[CH2:29][CH2:28][C@H:27]([NH:30][C:31]([C:33]4[N:34]=[C:35]5[CH:40]=[CH:39][CH:38]=[CH:37][N:36]5[CH:41]=4)=[O:32])[CH2:26][CH2:25]3)=[O:22])=[CH:19][C:18]([F:42])=[CH:17][N:16]=2)[CH:11]=[CH:12][CH:13]=1)[C:2]1[CH:7]=[CH:6][CH:5]=[CH:4][CH:3]=1.[C:43](N1C=CN=C1)(N1C=CN=C1)=[O:44].[H-].[Na+]. (5) Given the product [CH:1]1([O:5][C:6]2[C:26]([CH3:27])=[CH:25][CH:24]=[CH:23][C:7]=2[C:8]([NH:10][C:11]2([C:20]([NH:32][S:29]([CH3:28])(=[O:31])=[O:30])=[O:21])[CH2:19][C:18]3[C:13](=[CH:14][CH:15]=[CH:16][CH:17]=3)[CH2:12]2)=[O:9])[CH2:4][CH2:3][CH2:2]1, predict the reactants needed to synthesize it. The reactants are: [CH:1]1([O:5][C:6]2[C:26]([CH3:27])=[CH:25][CH:24]=[CH:23][C:7]=2[C:8]([NH:10][C:11]2([C:20](O)=[O:21])[CH2:19][C:18]3[C:13](=[CH:14][CH:15]=[CH:16][CH:17]=3)[CH2:12]2)=[O:9])[CH2:4][CH2:3][CH2:2]1.[CH3:28][S:29]([NH2:32])(=[O:31])=[O:30].Cl.CN(C)CCCN=C=NCC.CO. (6) Given the product [CH3:11][C:10]1[C:6]2[CH:5]=[CH:4][CH:31]=[CH:30][C:7]=2[S:8][C:9]=1[S:12]([NH:15][C:16]1[CH:25]=[CH:24][C:19]([C:20]([O:22][CH3:23])=[O:21])=[CH:18][C:17]=1[S:26]([CH3:29])(=[O:28])=[O:27])(=[O:13])=[O:14], predict the reactants needed to synthesize it. The reactants are: CO.Cl[C:4]1[CH:31]=[CH:30][C:7]2[S:8][C:9]([S:12]([NH:15][C:16]3[CH:25]=[CH:24][C:19]([C:20]([O:22][CH3:23])=[O:21])=[CH:18][C:17]=3[S:26]([CH3:29])(=[O:28])=[O:27])(=[O:14])=[O:13])=[C:10]([CH3:11])[C:6]=2[CH:5]=1. (7) Given the product [F:31][C:28]1[CH:29]=[CH:30][C:25]([C:24]([NH:23][C:3]2[CH:4]=[C:5]([NH:8][C:9]([C:10]3[CH:11]=[N:12][C:13]([N:16]4[CH2:17][CH2:18][N:19]([C:33](=[O:36])[CH2:34][CH3:35])[CH2:20][CH2:21]4)=[CH:14][CH:15]=3)=[O:22])[CH:6]=[CH:7][C:2]=2[Cl:1])=[O:32])=[CH:26][CH:27]=1, predict the reactants needed to synthesize it. The reactants are: [Cl:1][C:2]1[CH:7]=[CH:6][C:5]([NH:8][C:9](=[O:22])[C:10]2[CH:15]=[CH:14][C:13]([N:16]3[CH2:21][CH2:20][NH:19][CH2:18][CH2:17]3)=[N:12][CH:11]=2)=[CH:4][C:3]=1[NH:23][C:24](=[O:32])[C:25]1[CH:30]=[CH:29][C:28]([F:31])=[CH:27][CH:26]=1.[C:33](Cl)(=[O:36])[CH2:34][CH3:35]. (8) The reactants are: Br[C:2]1[CH:3]=[C:4]2[C:9](=[CH:10][CH:11]=1)[C:8](=[O:12])[NH:7][N:6]=[CH:5]2.[CH3:13][O:14][C:15]1[CH:22]=[CH:21][C:18]([CH2:19][NH2:20])=[CH:17][CH:16]=1.C1C=CC(P(C2C(C3C(P(C4C=CC=CC=4)C4C=CC=CC=4)=CC=C4C=3C=CC=C4)=C3C(C=CC=C3)=CC=2)C2C=CC=CC=2)=CC=1.CC([O-])(C)C.[Na+]. Given the product [CH3:13][O:14][C:15]1[CH:22]=[CH:21][C:18]([CH2:19][NH:20][C:2]2[CH:3]=[C:4]3[C:9](=[CH:10][CH:11]=2)[C:8](=[O:12])[NH:7][N:6]=[CH:5]3)=[CH:17][CH:16]=1, predict the reactants needed to synthesize it. (9) Given the product [CH2:17]([O:16][C:14]([N:13]1[C:10]2([CH2:25][CH2:26][CH2:27][NH:8][CH2:9]2)[CH:11]([CH3:24])[CH2:12]1)=[O:15])[C:18]1[CH:19]=[CH:20][CH:21]=[CH:22][CH:23]=1, predict the reactants needed to synthesize it. The reactants are: C(OC([N:8]1[CH2:27][CH2:26][CH2:25][C:10]2([N:13]([C:14]([O:16][CH2:17][C:18]3[CH:23]=[CH:22][CH:21]=[CH:20][CH:19]=3)=[O:15])[CH2:12][CH:11]2[CH3:24])[CH2:9]1)=O)(C)(C)C.FC(F)(F)C(O)=O.C(Cl)(Cl)Cl.[OH-].[Na+].